This data is from Reaction yield outcomes from USPTO patents with 853,638 reactions. The task is: Predict the reaction yield, written as a fraction of the theoretical maximum amount of product (1.0 means a 100% yield; for example, 0.34 means a 34% yield). (1) The catalyst is CN(C=O)C. The reactants are [F:1][C:2]1[CH:3]=[CH:4][C:5]2[C:9]([CH:10]3[CH2:15][CH2:14][N:13]([CH2:16][CH2:17][CH2:18][N:19]4[C:27]5[CH2:26][CH2:25][N:24]([S:28]([CH3:31])(=[O:30])=[O:29])[CH2:23][C:22]=5[C:21]([C:32]5[CH:37]=[CH:36][C:35]([C:38]([F:41])([F:40])[F:39])=[CH:34][CH:33]=5)=[N:20]4)[CH2:12][CH2:11]3)=[C:8]([C:42](O)=[O:43])[S:7][C:6]=2[CH:45]=1.CN(C(O[N:54]1N=[N:61][C:56]2C=CC=C[C:55]1=2)=[N+](C)C)C.F[P-](F)(F)(F)(F)F.CCN(C(C)C)C(C)C.C(N)CN. The product is [NH2:54][CH2:55][CH2:56][NH:61][C:42]([C:8]1[S:7][C:6]2[CH:45]=[C:2]([F:1])[CH:3]=[CH:4][C:5]=2[C:9]=1[CH:10]1[CH2:11][CH2:12][N:13]([CH2:16][CH2:17][CH2:18][N:19]2[C:27]3[CH2:26][CH2:25][N:24]([S:28]([CH3:31])(=[O:29])=[O:30])[CH2:23][C:22]=3[C:21]([C:32]3[CH:33]=[CH:34][C:35]([C:38]([F:40])([F:39])[F:41])=[CH:36][CH:37]=3)=[N:20]2)[CH2:14][CH2:15]1)=[O:43]. The yield is 0.660. (2) The reactants are [OH:1][C:2]1[CH:11]=[C:10]2[C:5]([C:6]([O:12][C:13]3[CH:18]=[CH:17][C:16]([CH3:19])=[CH:15][C:14]=3[C:20]([C:22]3[CH:27]=[CH:26][CH:25]=[CH:24][CH:23]=3)=[O:21])=[CH:7][CH:8]=[N:9]2)=[CH:4][C:3]=1[O:28][CH3:29].Br[CH2:31][CH2:32][CH:33]([Cl:35])C.[C:36](=O)([O-])[O-].[K+].[K+].O. The catalyst is CN(C)C=O. The product is [Cl:35][CH2:33][CH2:32][CH2:31][CH2:36][O:1][C:2]1[CH:11]=[C:10]2[C:5]([C:6]([O:12][C:13]3[CH:18]=[CH:17][C:16]([CH3:19])=[CH:15][C:14]=3[C:20]([C:22]3[CH:23]=[CH:24][CH:25]=[CH:26][CH:27]=3)=[O:21])=[CH:7][CH:8]=[N:9]2)=[CH:4][C:3]=1[O:28][CH3:29]. The yield is 0.950. (3) The reactants are [Cl:1][C:2]1[CH:3]=[C:4]([CH:26]=[CH:27][C:28]=1[F:29])[NH:5][C:6]1[C:15]2[C:10](=[CH:11][C:12]([O:24][CH3:25])=[CH:13][C:14]=2[O:16][CH2:17][C@H:18]2[NH:22][CH2:21][C@@H:20]([OH:23])[CH2:19]2)[N:9]=[CH:8][N:7]=1.[CH3:30][N:31]([CH3:36])[CH2:32][C:33](O)=[O:34]. No catalyst specified. The product is [Cl:1][C:2]1[CH:3]=[C:4]([CH:26]=[CH:27][C:28]=1[F:29])[NH:5][C:6]1[C:15]2[C:10](=[CH:11][C:12]([O:24][CH3:25])=[CH:13][C:14]=2[O:16][CH2:17][C@H:18]2[N:22]([C:33](=[O:34])[CH2:32][N:31]([CH3:36])[CH3:30])[CH2:21][C@@H:20]([OH:23])[CH2:19]2)[N:9]=[CH:8][N:7]=1. The yield is 0.830. (4) The reactants are [C:1]1([CH2:7][CH2:8][C@H:9]([O:33][CH:34]2[CH2:39][CH2:38][CH2:37][CH2:36][O:35]2)/[CH:10]=[CH:11]/[C@@H:12]2[C@@H:24]3[C@@H:15]([O:16][C:17](=[O:25])[CH2:18][CH2:19][CH2:20][CH:21]=[CH:22][CH2:23]3)[CH2:14][C@H:13]2[O:26][CH:27]2[CH2:32][CH2:31][CH2:30][CH2:29][O:28]2)[CH:6]=[CH:5][CH:4]=[CH:3][CH:2]=1.[CH2:40]([NH2:42])[CH3:41].Cl. The catalyst is O1CCCC1.O. The product is [CH2:40]([NH:42][C:17](=[O:25])[CH2:18][CH2:19][CH2:20]/[CH:21]=[CH:22]\[CH2:23][C@H:24]1[C@@H:15]([OH:16])[CH2:14][C@@H:13]([O:26][CH:27]2[CH2:32][CH2:31][CH2:30][CH2:29][O:28]2)[C@@H:12]1/[CH:11]=[CH:10]/[C@@H:9]([O:33][CH:34]1[CH2:39][CH2:38][CH2:37][CH2:36][O:35]1)[CH2:8][CH2:7][C:1]1[CH:6]=[CH:5][CH:4]=[CH:3][CH:2]=1)[CH3:41]. The yield is 0.738. (5) The reactants are [NH2:1][C:2]1[CH:7]=[CH:6][C:5]([CH:8]2[C:17]([CH3:19])([CH3:18])[CH2:16][C:15]3[C:10](=[CH:11][CH:12]=[C:13]([C:20]([O:22][CH3:23])=[O:21])[CH:14]=3)[NH:9]2)=[CH:4][CH:3]=1.C(N(CC)C(C)C)(C)C.[C:33]1([CH2:39][C:40](Cl)=[O:41])[CH:38]=[CH:37][CH:36]=[CH:35][CH:34]=1. The catalyst is ClCCl. The product is [CH3:19][C:17]1([CH3:18])[CH2:16][C:15]2[C:10](=[CH:11][CH:12]=[C:13]([C:20]([O:22][CH3:23])=[O:21])[CH:14]=2)[NH:9][CH:8]1[C:5]1[CH:4]=[CH:3][C:2]([NH:1][C:40](=[O:41])[CH2:39][C:33]2[CH:38]=[CH:37][CH:36]=[CH:35][CH:34]=2)=[CH:7][CH:6]=1. The yield is 0.810. (6) The reactants are [CH:1]([C:3]1[N:8]=[CH:7][C:6]2[C:9]3([CH2:14][N:13]([C:15]([O:17][C:18]([CH3:21])([CH3:20])[CH3:19])=[O:16])[CH2:12]3)[O:10][CH2:11][C:5]=2[CH:4]=1)=O.CO.CC([O-])=O.[Na+].[NH2:29][OH:30].Cl. The catalyst is O. The product is [OH:30][N:29]=[CH:1][C:3]1[N:8]=[CH:7][C:6]2[C:9]3([CH2:14][N:13]([C:15]([O:17][C:18]([CH3:20])([CH3:19])[CH3:21])=[O:16])[CH2:12]3)[O:10][CH2:11][C:5]=2[CH:4]=1. The yield is 0.950. (7) The reactants are [CH3:1][O:2][C:3]1[N:8]=[CH:7][C:6]([NH:9][C:10]2[C:15]([C:16]3[N:24]=[C:23]([CH3:25])[N:22]=[C:21]4[C:17]=3[N:18]=[CH:19][N:20]4C3CCCCO3)=[CH:14][C:13]([CH:32]=[CH2:33])=[CH:12][N:11]=2)=[CH:5][CH:4]=1.C(O)(C(F)(F)F)=O. The catalyst is [Pd].CO. The product is [CH2:32]([C:13]1[CH:14]=[C:15]([C:16]2[N:24]=[C:23]([CH3:25])[N:22]=[C:21]3[C:17]=2[N:18]=[CH:19][NH:20]3)[C:10]([NH:9][C:6]2[CH:7]=[N:8][C:3]([O:2][CH3:1])=[CH:4][CH:5]=2)=[N:11][CH:12]=1)[CH3:33]. The yield is 0.350. (8) The reactants are [Br:1][C:2]1[CH:3]=[C:4]([NH2:18])[C:5]([N:9]([CH2:14][CH:15]([CH3:17])[CH3:16])[CH2:10][CH:11]([CH3:13])[CH3:12])=[C:6]([F:8])[CH:7]=1.[N:19]([C:22]1[CH:27]=[CH:26][C:25]([CH3:28])=[CH:24][CH:23]=1)=[C:20]=[O:21].CN(C)CCN. The catalyst is C1COCC1. The product is [Br:1][C:2]1[CH:7]=[C:6]([F:8])[C:5]([N:9]([CH2:14][CH:15]([CH3:17])[CH3:16])[CH2:10][CH:11]([CH3:13])[CH3:12])=[C:4]([NH:18][C:20]([NH:19][C:22]2[CH:27]=[CH:26][C:25]([CH3:28])=[CH:24][CH:23]=2)=[O:21])[CH:3]=1. The yield is 0.920. (9) The reactants are C1(C)C=CC(S(O)(=O)=O)=CC=1.[CH2:12]([O:19][C:20](=[O:25])[CH2:21][CH2:22][CH2:23][NH2:24])[C:13]1[CH:18]=[CH:17][CH:16]=[CH:15][CH:14]=1.ClC(Cl)(O[C:30](=[O:36])OC(Cl)(Cl)Cl)Cl.C(N(CC)CC)C.Cl.Cl.[CH3:47][N:48]([CH3:57])[C:49]1[CH:56]=[CH:55][C:52]([CH2:53][NH2:54])=[CH:51][CH:50]=1. The catalyst is ClCCl.[Cl-].[Na+].O. The product is [CH2:12]([O:19][C:20](=[O:25])[CH2:21][CH2:22][CH2:23][NH:24][C:30]([NH:54][CH2:53][C:52]1[CH:55]=[CH:56][C:49]([N:48]([CH3:57])[CH3:47])=[CH:50][CH:51]=1)=[O:36])[C:13]1[CH:18]=[CH:17][CH:16]=[CH:15][CH:14]=1. The yield is 0.930. (10) The reactants are [CH3:1][N:2]1[CH2:7][CH2:6][N:5]([CH2:8][C:9]2[CH:14]=[CH:13][CH:12]=[C:11]([N+:15]([O-])=O)[CH:10]=2)[CH2:4][CH2:3]1.[NH4+].[Cl-]. The catalyst is CCO.O.[Fe]. The product is [CH3:1][N:2]1[CH2:7][CH2:6][N:5]([CH2:8][C:9]2[CH:10]=[C:11]([NH2:15])[CH:12]=[CH:13][CH:14]=2)[CH2:4][CH2:3]1. The yield is 0.460.